This data is from Reaction yield outcomes from USPTO patents with 853,638 reactions. The task is: Predict the reaction yield, written as a fraction of the theoretical maximum amount of product (1.0 means a 100% yield; for example, 0.34 means a 34% yield). The reactants are [CH2:1]([N:8]1[CH2:13][CH2:12][N:11]([C:14]2[CH:19]=[CH:18][C:17]([N+:20]([O-:22])=[O:21])=[CH:16][CH:15]=2)[CH2:10][CH2:9]1)[C:2]1[CH:7]=[CH:6][CH:5]=[CH:4][CH:3]=1.Cl[CH2:24][S:25]([C:28]1[CH:33]=[CH:32][CH:31]=[CH:30][CH:29]=1)(=[O:27])=[O:26].O(C(C)(C)C)[K]. The product is [CH2:1]([N:8]1[CH2:13][CH2:12][N:11]([C:14]2[CH:15]=[CH:16][C:17]([N+:20]([O-:22])=[O:21])=[C:18]([CH2:24][S:25]([C:28]3[CH:33]=[CH:32][CH:31]=[CH:30][CH:29]=3)(=[O:27])=[O:26])[CH:19]=2)[CH2:10][CH2:9]1)[C:2]1[CH:3]=[CH:4][CH:5]=[CH:6][CH:7]=1. The catalyst is C1COCC1. The yield is 0.830.